From a dataset of Peptide-MHC class I binding affinity with 185,985 pairs from IEDB/IMGT. Regression. Given a peptide amino acid sequence and an MHC pseudo amino acid sequence, predict their binding affinity value. This is MHC class I binding data. (1) The peptide sequence is RVEESRARL. The MHC is HLA-A03:01 with pseudo-sequence HLA-A03:01. The binding affinity (normalized) is 0.0847. (2) The peptide sequence is EESVYRSL. The MHC is HLA-A02:06 with pseudo-sequence HLA-A02:06. The binding affinity (normalized) is 0.00777. (3) The peptide sequence is GSENIKSLY. The MHC is Mamu-A02 with pseudo-sequence Mamu-A02. The binding affinity (normalized) is 0.984. (4) The binding affinity (normalized) is 0.0299. The MHC is HLA-A02:01 with pseudo-sequence HLA-A02:01. The peptide sequence is KAVYNFATM. (5) The peptide sequence is LTQVKELGIA. The MHC is HLA-A02:03 with pseudo-sequence HLA-A02:03. The binding affinity (normalized) is 0.537. (6) The peptide sequence is RLPAYAPLL. The MHC is HLA-C03:03 with pseudo-sequence HLA-C03:03. The binding affinity (normalized) is 0.508. (7) The peptide sequence is MTLDDLAIK. The MHC is HLA-A11:01 with pseudo-sequence HLA-A11:01. The binding affinity (normalized) is 0.666. (8) The peptide sequence is IRFPKTFGY. The MHC is Patr-A0301 with pseudo-sequence Patr-A0301. The binding affinity (normalized) is 0.